From a dataset of Reaction yield outcomes from USPTO patents with 853,638 reactions. Predict the reaction yield, written as a fraction of the theoretical maximum amount of product (1.0 means a 100% yield; for example, 0.34 means a 34% yield). (1) The yield is 0.640. The reactants are [CH:1]([C:4]1[CH:5]=[C:6]([NH:10][C:11]([C:13]2[CH:14]=[C:15]([N:19]3[CH2:28][C:27]4[CH:26]=[N:25][CH:24]=[C:23]([C:29](O)=[O:30])[C:22]=4[CH2:21][CH2:20]3)[CH:16]=[CH:17][CH:18]=2)=[O:12])[CH:7]=[CH:8][CH:9]=1)([CH3:3])[CH3:2].C(N(CC)C(C)C)(C)C.CCCP(=O)=O.Cl.[CH3:48][O:49][C:50](=[O:53])[CH2:51][NH2:52]. The catalyst is CN(C1C=CN=CC=1)C.ClCCCl. The product is [CH3:48][O:49][C:50](=[O:53])[CH2:51][NH:52][C:29]([C:23]1[C:22]2[CH2:21][CH2:20][N:19]([C:15]3[CH:16]=[CH:17][CH:18]=[C:13]([C:11]([NH:10][C:6]4[CH:7]=[CH:8][CH:9]=[C:4]([CH:1]([CH3:3])[CH3:2])[CH:5]=4)=[O:12])[CH:14]=3)[CH2:28][C:27]=2[CH:26]=[N:25][CH:24]=1)=[O:30]. (2) The reactants are [C:1]([O:4][C:5]1[CH:6]=[C:7]2[C:12](=[CH:13][C:14]=1[O:15][CH3:16])[N:11]=[CH:10][N:9]=[C:8]2[Cl:17])(=[O:3])[CH3:2].[C:18]([C:20]1[CH:21]=[C:22]([NH2:26])[CH:23]=[CH:24][CH:25]=1)#[CH:19]. The catalyst is C(O)(C)C. The product is [ClH:17].[C:1]([O:4][C:5]1[CH:6]=[C:7]2[C:12](=[CH:13][C:14]=1[O:15][CH3:16])[N:11]=[CH:10][N:9]=[C:8]2[NH:26][C:22]1[CH:23]=[CH:24][CH:25]=[C:20]([C:18]#[CH:19])[CH:21]=1)(=[O:3])[CH3:2]. The yield is 0.680.